Dataset: Full USPTO retrosynthesis dataset with 1.9M reactions from patents (1976-2016). Task: Predict the reactants needed to synthesize the given product. (1) Given the product [Cl:1][C:2]1[CH:3]=[C:4]([N:8]2[C:12]([CH2:13][NH:14][C:26](=[O:27])[CH2:25][C:20]3[CH:21]=[CH:22][CH:23]=[CH:24][N:19]=3)=[CH:11][C:10]([C:15]([F:16])([F:17])[F:18])=[N:9]2)[CH:5]=[CH:6][CH:7]=1, predict the reactants needed to synthesize it. The reactants are: [Cl:1][C:2]1[CH:3]=[C:4]([N:8]2[C:12]([CH2:13][NH2:14])=[CH:11][C:10]([C:15]([F:18])([F:17])[F:16])=[N:9]2)[CH:5]=[CH:6][CH:7]=1.[N:19]1[CH:24]=[CH:23][CH:22]=[CH:21][C:20]=1[CH2:25][C:26](O)=[O:27].F[B-](F)(F)F.N1(OC(N(C)C)=[N+](C)C)C2C=CC=CC=2N=N1.C(N(C(C)C)C(C)C)C. (2) Given the product [Br:1][C:2]1[C:7]([F:8])=[CH:6][C:5]([N:9]2[CH:14]=[C:13]([O:15][CH3:16])[C:12](=[O:17])[C:11]([C:18]([N:24]([O:25][CH3:26])[CH3:23])=[O:20])=[N:10]2)=[C:4]([F:21])[CH:3]=1, predict the reactants needed to synthesize it. The reactants are: [Br:1][C:2]1[C:7]([F:8])=[CH:6][C:5]([N:9]2[CH:14]=[C:13]([O:15][CH3:16])[C:12](=[O:17])[C:11]([C:18]([OH:20])=O)=[N:10]2)=[C:4]([F:21])[CH:3]=1.Cl.[CH3:23][NH:24][O:25][CH3:26].C1C=CC2N(O)N=NC=2C=1.C(N(CC)CC)C.CCN=C=NCCCN(C)C. (3) Given the product [O:20]=[S:2]1(=[O:1])[C:6]2[CH:7]=[C:8]([NH:11][C:12]([N:35]3[CH2:36][CH2:37][N:32]([C:30]4[S:29][N:28]=[C:27]([C:21]5[CH:26]=[CH:25][CH:24]=[CH:23][CH:22]=5)[N:31]=4)[CH2:33][CH2:34]3)=[O:19])[CH:9]=[CH:10][C:5]=2[CH:4]=[CH:3]1, predict the reactants needed to synthesize it. The reactants are: [O:1]=[S:2]1(=[O:20])[C:6]2[CH:7]=[C:8]([NH:11][C:12](=[O:19])OCC(Cl)(Cl)Cl)[CH:9]=[CH:10][C:5]=2[CH:4]=[CH:3]1.[C:21]1([C:27]2[N:31]=[C:30]([N:32]3[CH2:37][CH2:36][NH:35][CH2:34][CH2:33]3)[S:29][N:28]=2)[CH:26]=[CH:25][CH:24]=[CH:23][CH:22]=1.C(N(C(C)C)CC)(C)C.O. (4) Given the product [C:1]([O:5][C:6]([N:8]1[CH2:13][CH2:12][CH:11]([CH2:14][NH:15][C:16](=[O:29])[CH2:17][NH2:18])[CH2:10][CH2:9]1)=[O:7])([CH3:4])([CH3:2])[CH3:3], predict the reactants needed to synthesize it. The reactants are: [C:1]([O:5][C:6]([N:8]1[CH2:13][CH2:12][CH:11]([CH2:14][NH:15][C:16](=[O:29])[CH2:17][NH:18]C(OCC2C=CC=CC=2)=O)[CH2:10][CH2:9]1)=[O:7])([CH3:4])([CH3:3])[CH3:2].